Predict hERG channel inhibition at various concentrations. From a dataset of hERG Central: cardiac toxicity at 1µM, 10µM, and general inhibition. (1) The molecule is O=S(=O)(NCCc1cn2ccccc2n1)c1ccc(-c2ccccc2)cc1. Results: hERG_inhib (hERG inhibition (general)): blocker. (2) The compound is COc1cccc(-c2cc(C(=O)NC3CC3)c3ccccc3n2)c1. Results: hERG_inhib (hERG inhibition (general)): blocker.